The task is: Regression/Classification. Given a drug SMILES string, predict its absorption, distribution, metabolism, or excretion properties. Task type varies by dataset: regression for continuous measurements (e.g., permeability, clearance, half-life) or binary classification for categorical outcomes (e.g., BBB penetration, CYP inhibition). For this dataset (half_life_obach), we predict log10(half-life) (log10 of half-life in hours).. This data is from Drug half-life prediction data from Obach et al.. (1) The drug is CCC1(c2ccccc2)C(=O)NC(=O)NC1=O. The log10(half-life) is 2.00. (2) The compound is C[C@@H](O)[C@H]1C(=O)N2C(C(=O)O)=C(SCCNC=N)C[C@H]12. The log10(half-life) is -0.0200. (3) The compound is CCCCS(=O)(=O)N[C@@H](Cc1ccc(OCCCCC2CCNCC2)cc1)C(=O)O. The log10(half-life) is 0.200. (4) The drug is C[N+](C)([O-])CCCN1c2ccccc2CCc2ccccc21. The log10(half-life) is 0.260. (5) The compound is COCCc1ccc(OCC(O)CNC(C)C)cc1. The log10(half-life) is 0.560. (6) The drug is Cc1ccsc1C(=CCCN1CCC[C@@H](C(=O)O)C1)c1sccc1C. The log10(half-life) is 1.00. (7) The drug is C[C@@H]1CC(=O)NN=C1c1ccc(NN=C(C#N)C#N)cc1. The log10(half-life) is 0.0400.